Task: Predict the reactants needed to synthesize the given product.. Dataset: Full USPTO retrosynthesis dataset with 1.9M reactions from patents (1976-2016) Given the product [P:1]([OH:16])([OH:24])([O:3][CH2:4][O:5][C:6]1[CH:7]=[CH:8][C:9]([NH:12][C:13](=[O:15])[CH3:14])=[CH:10][CH:11]=1)=[O:2], predict the reactants needed to synthesize it. The reactants are: [P:1]([O:24]CC1C=CC=CC=1)([O:16]CC1C=CC=CC=1)([O:3][CH2:4][O:5][C:6]1[CH:11]=[CH:10][C:9]([NH:12][C:13](=[O:15])[CH3:14])=[CH:8][CH:7]=1)=[O:2].